From a dataset of Retrosynthesis with 50K atom-mapped reactions and 10 reaction types from USPTO. Predict the reactants needed to synthesize the given product. (1) The reactants are: CCOc1ccc(OC(F)(F)F)c(B(O)O)c1.Cc1nocc1C(=O)Nc1cnc(Cl)c(N)n1. Given the product CCOc1ccc(OC(F)(F)F)c(-c2ncc(NC(=O)c3conc3C)nc2N)c1, predict the reactants needed to synthesize it. (2) The reactants are: CCOC(=O)Cn1nnc(-c2cc(OCc3ccc(OC)cc3)no2)n1. Given the product CCOC(=O)Cn1nnc(-c2cc(O)no2)n1, predict the reactants needed to synthesize it. (3) Given the product CCOC(=O)C(=Cc1ccc(OCc2ccccc2)cc1)OCC, predict the reactants needed to synthesize it. The reactants are: CCOC(=O)C(OCC)[P+](c1ccccc1)(c1ccccc1)c1ccccc1.O=Cc1ccc(OCc2ccccc2)cc1. (4) Given the product Oc1ccccc1SCC1CC1, predict the reactants needed to synthesize it. The reactants are: BrCC1CC1.Oc1ccccc1S. (5) The reactants are: CC1(C)OB(c2ccc(N3C[C@H](Cn4ccnn4)OC3=O)cc2F)OC1(C)C.Cc1cn(-c2ccc(Br)c(C)n2)nn1. Given the product Cc1cn(-c2ccc(-c3ccc(N4C[C@H](Cn5ccnn5)OC4=O)cc3F)c(C)n2)nn1, predict the reactants needed to synthesize it. (6) Given the product CCCn1c(=O)c2[nH]c(C3CC4CCC(C3)O4)nc2n(CCC)c1=O, predict the reactants needed to synthesize it. The reactants are: CCCn1c(=O)c2[nH]c(C3CC4C=CC(C3)O4)nc2n(CCC)c1=O. (7) Given the product O=S(=O)(Cc1ccc2ccccc2c1)c1ccccc1, predict the reactants needed to synthesize it. The reactants are: BrCc1ccc2ccccc2c1.O=S([O-])c1ccccc1. (8) Given the product CC1(CCCC(=O)NNC(=O)N2Cc3ccccc3Oc3ccc(Cl)cc32)OCCO1, predict the reactants needed to synthesize it. The reactants are: COC(=O)CCCC1(C)OCCO1.NNC(=O)N1Cc2ccccc2Oc2ccc(Cl)cc21.